From a dataset of Peptide-MHC class I binding affinity with 185,985 pairs from IEDB/IMGT. Regression. Given a peptide amino acid sequence and an MHC pseudo amino acid sequence, predict their binding affinity value. This is MHC class I binding data. (1) The binding affinity (normalized) is 0.706. The MHC is HLA-A02:16 with pseudo-sequence HLA-A02:16. The peptide sequence is KTLSESVGL. (2) The peptide sequence is FIAEIDHWI. The MHC is HLA-A02:50 with pseudo-sequence HLA-A02:50. The binding affinity (normalized) is 1.00. (3) The peptide sequence is RLSCAASGFT. The MHC is HLA-A02:06 with pseudo-sequence HLA-A02:06. The binding affinity (normalized) is 0. (4) The binding affinity (normalized) is 0.0847. The peptide sequence is KQWSWFSLL. The MHC is HLA-B08:01 with pseudo-sequence HLA-B08:01. (5) The peptide sequence is NMGVAMNLF. The MHC is HLA-B15:03 with pseudo-sequence HLA-B15:03. The binding affinity (normalized) is 0.362. (6) The peptide sequence is KSFKLLCKL. The MHC is HLA-A26:01 with pseudo-sequence HLA-A26:01. The binding affinity (normalized) is 0.0847. (7) The peptide sequence is RMFPTAFEF. The MHC is Mamu-B3901 with pseudo-sequence Mamu-B3901. The binding affinity (normalized) is 0.689.